This data is from Full USPTO retrosynthesis dataset with 1.9M reactions from patents (1976-2016). The task is: Predict the reactants needed to synthesize the given product. (1) The reactants are: Cl[C:2]1[C:7]2[O:8][CH2:9][CH2:10][CH2:11][O:12][C:6]=2[CH:5]=[C:4]([CH2:13][NH:14][CH2:15][CH:16]([CH3:18])[CH3:17])[CH:3]=1.[CH2:19]([N:26]1[CH2:30][CH2:29][CH:28]([C:31]([OH:33])=O)[CH2:27]1)[C:20]1[CH:25]=[CH:24][CH:23]=[CH:22][CH:21]=1.Cl.C(N=C=NCCCN(C)C)C.CC1C=CN=C(N)C=1C. Given the product [CH2:19]([N:26]1[CH2:30][CH2:29][CH:28]([C:31]([N:14]([CH2:13][C:4]2[CH:3]=[CH:2][C:7]3[O:8][CH2:9][CH2:10][CH2:11][O:12][C:6]=3[CH:5]=2)[CH2:15][CH:16]([CH3:18])[CH3:17])=[O:33])[CH2:27]1)[C:20]1[CH:21]=[CH:22][CH:23]=[CH:24][CH:25]=1, predict the reactants needed to synthesize it. (2) Given the product [CH3:7][S:8]([O:6][CH2:5][CH:3]1[CH2:4][O:1][CH2:2]1)(=[O:10])=[O:9], predict the reactants needed to synthesize it. The reactants are: [O:1]1[CH2:4][CH:3]([CH2:5][OH:6])[CH2:2]1.[CH3:7][S:8](Cl)(=[O:10])=[O:9]. (3) Given the product [NH2:1][C:2]1[N:3]=[CH:4][C:5]([C:18]2[CH:19]=[CH:20][C:21]([C:22]([OH:24])=[O:23])=[CH:26][CH:27]=2)=[N:6][C:7]=1[NH:8][CH2:9][C:10]1[C:15]([Cl:16])=[CH:14][CH:13]=[CH:12][C:11]=1[Cl:17], predict the reactants needed to synthesize it. The reactants are: [NH2:1][C:2]1[N:3]=[CH:4][C:5]([C:18]2[CH:27]=[CH:26][C:21]([C:22]([O:24]C)=[O:23])=[CH:20][CH:19]=2)=[N:6][C:7]=1[NH:8][CH2:9][C:10]1[C:15]([Cl:16])=[CH:14][CH:13]=[CH:12][C:11]=1[Cl:17].C1COCC1.CO.O.[OH-].[Li+]. (4) Given the product [CH3:13][N:14]1[C:16](=[O:17])[C:15]2=[C:2]([Br:1])[CH:12]=[CH:11][CH:5]=[C:4]2[C:9]1=[O:10], predict the reactants needed to synthesize it. The reactants are: [Br:1][C:2]1C=[C:4]2[C:9](=[O:10])OC(=O)[C:5]2=[CH:11][CH:12]=1.[CH3:13][NH2:14].[CH3:15][CH2:16][OH:17].